From a dataset of Reaction yield outcomes from USPTO patents with 853,638 reactions. Predict the reaction yield, written as a fraction of the theoretical maximum amount of product (1.0 means a 100% yield; for example, 0.34 means a 34% yield). The reactants are Cl[C:2]1[CH:3]=[C:4]([O:9][CH3:10])[CH:5]=[C:6]([Cl:8])[CH:7]=1.[Mg].CN(C)[CH:14]=[O:15].CCOC(C)=O. The product is [Cl:8][C:6]1[CH:7]=[C:2]([CH:3]=[C:4]([O:9][CH3:10])[CH:5]=1)[CH:14]=[O:15]. The yield is 0.540. The catalyst is C1COCC1.BrCCBr.